Dataset: Catalyst prediction with 721,799 reactions and 888 catalyst types from USPTO. Task: Predict which catalyst facilitates the given reaction. (1) Reactant: Cl.[F:2][C:3]([F:8])([F:7])[CH2:4][CH2:5][NH2:6].[C:9]([C:11]1[CH:19]=[CH:18][C:14]([C:15](O)=[O:16])=[CH:13][CH:12]=1)#[N:10].C(P1(=O)OP(CCC)(=O)OP(CCC)(=O)O1)CC.CCN(C(C)C)C(C)C. Product: [C:9]([C:11]1[CH:19]=[CH:18][C:14]([C:15]([NH:6][CH2:5][CH2:4][C:3]([F:8])([F:7])[F:2])=[O:16])=[CH:13][CH:12]=1)#[N:10]. The catalyst class is: 13. (2) Reactant: [NH:1]1[C:10]2[C:5](=[CH:6][C:7]([OH:11])=[CH:8][CH:9]=2)[CH2:4][CH2:3][CH2:2]1.N1C=CN=C1.[CH3:17][C:18]([Si:21](Cl)([CH3:23])[CH3:22])([CH3:20])[CH3:19]. Product: [C:18]([Si:21]([CH3:23])([CH3:22])[O:11][C:7]1[CH:6]=[C:5]2[C:10](=[CH:9][CH:8]=1)[NH:1][CH2:2][CH2:3][CH2:4]2)([CH3:20])([CH3:19])[CH3:17]. The catalyst class is: 34. (3) Reactant: [CH3:1][C:2]([C:9]1[NH:10][C:11]2[C:16]([CH:17]=1)=[CH:15][C:14]([N+:18]([O-:20])=[O:19])=[CH:13][CH:12]=2)([CH3:8])[C:3]([O:5]CC)=[O:4].O[Li].O.Cl. Product: [CH3:8][C:2]([C:9]1[NH:10][C:11]2[C:16]([CH:17]=1)=[CH:15][C:14]([N+:18]([O-:20])=[O:19])=[CH:13][CH:12]=2)([CH3:1])[C:3]([OH:5])=[O:4]. The catalyst class is: 20. (4) Reactant: [CH2:1]([N:3]1[CH2:7][CH2:6][C@@H:5]([N:8]([CH2:15][CH2:16][C:17]2[CH:22]=[C:21]([F:23])[CH:20]=[CH:19][C:18]=2[S:24]([NH:27][C:28]2[C:37]([C:38]([O:40]C)=[O:39])=[C:36]3[C:31]([C@H:32]4[CH2:42][C@H:33]4[CH2:34][O:35]3)=[CH:30][CH:29]=2)(=[O:26])=[O:25])C(=O)C(F)(F)F)[CH2:4]1)[CH3:2].[OH-].[Li+]. Product: [CH2:1]([N:3]1[CH2:7][CH2:6][C@@H:5]([NH:8][CH2:15][CH2:16][C:17]2[CH:22]=[C:21]([F:23])[CH:20]=[CH:19][C:18]=2[S:24]([NH:27][C:28]2[C:37]([C:38]([OH:40])=[O:39])=[C:36]3[C:31]([C@H:32]4[CH2:42][C@H:33]4[CH2:34][O:35]3)=[CH:30][CH:29]=2)(=[O:26])=[O:25])[CH2:4]1)[CH3:2].[CH:38]([OH:40])=[O:39]. The catalyst class is: 38. (5) Reactant: [NH2:1]N.[Br:3][C:4]1[CH:16]=[CH:15][C:7]([C:8](/[N:10]=[CH:11]/[N:12](C)C)=O)=[C:6]([F:17])[CH:5]=1. Product: [Br:3][C:4]1[CH:16]=[CH:15][C:7]([C:8]2[NH:1][N:12]=[CH:11][N:10]=2)=[C:6]([F:17])[CH:5]=1. The catalyst class is: 15.